Dataset: Forward reaction prediction with 1.9M reactions from USPTO patents (1976-2016). Task: Predict the product of the given reaction. (1) The product is: [Br:4][C:5]1[CH:6]=[C:7]([C:17]([O:19][CH3:20])=[O:18])[CH:8]=[C:9]2[C:14]=1[O:13][C:12]([S:15][CH2:2][CH3:3])=[CH:11][C:10]2=[O:16]. Given the reactants I[CH2:2][CH3:3].[Br:4][C:5]1[CH:6]=[C:7]([C:17]([O:19][CH3:20])=[O:18])[CH:8]=[C:9]2[C:14]=1[O:13][C:12](=[S:15])[CH:11]=[C:10]2[OH:16].C(=O)([O-])[O-].[K+].[K+], predict the reaction product. (2) Given the reactants [F:1][C:2]1[CH:7]=[C:6]([CH3:8])[CH:5]=[C:4]([NH2:9])[C:3]=1[OH:10].[CH3:11][C:12]1([N:18]2[CH2:23][CH2:22][C:21](=O)[CH2:20][CH2:19]2)[CH2:17][CH2:16][O:15][CH2:14][CH2:13]1.C([BH3-])#N.C(O)(=O)C, predict the reaction product. The product is: [F:1][C:2]1[CH:7]=[C:6]([CH3:8])[CH:5]=[C:4]([NH:9][CH:21]2[CH2:22][CH2:23][N:18]([C:12]3([CH3:11])[CH2:17][CH2:16][O:15][CH2:14][CH2:13]3)[CH2:19][CH2:20]2)[C:3]=1[OH:10]. (3) Given the reactants [Cr](Cl)([O-])(=O)=O.[NH+]1C=CC=CC=1.[C:12]([Si:16]([CH3:44])([CH3:43])[O:17][CH2:18][CH2:19][C:20]1([C@@H:25]2[C@:33]3([CH3:34])[C@H:28]([C@@H:29]([O:35][Si:36]([C:39]([CH3:42])([CH3:41])[CH3:40])([CH3:38])[CH3:37])[CH2:30][CH2:31][CH2:32]3)[CH2:27][CH2:26]2)[CH2:22][CH:21]1[CH2:23][OH:24])([CH3:15])([CH3:14])[CH3:13], predict the reaction product. The product is: [C:12]([Si:16]([CH3:44])([CH3:43])[O:17][CH2:18][CH2:19][C:20]1([C@@H:25]2[C@:33]3([CH3:34])[C@H:28]([C@@H:29]([O:35][Si:36]([C:39]([CH3:42])([CH3:41])[CH3:40])([CH3:37])[CH3:38])[CH2:30][CH2:31][CH2:32]3)[CH2:27][CH2:26]2)[CH2:22][CH:21]1[CH:23]=[O:24])([CH3:15])([CH3:14])[CH3:13]. (4) The product is: [CH3:2][N:3]1[C:16]2[C:7](=[CH:8][CH:9]=[C:10]3[C:15]=2[N:14]=[CH:13][CH:12]=[CH:11]3)[CH:6]=[CH:5][C:4]1=[O:17]. Given the reactants [I-].[CH3:2][N+:3]1[C:16]2[C:7](=[CH:8][CH:9]=[C:10]3[C:15]=2[N:14]=[CH:13][CH:12]=[CH:11]3)[CH:6]=[CH:5][CH:4]=1.[OH-:17].[Na+], predict the reaction product. (5) Given the reactants Cl.[NH:2]1[CH2:5][CH:4]([CH2:6][C:7]2[N:15]3[C:10]([C:11]([NH2:16])=[N:12][CH:13]=[N:14]3)=[C:9]([C:17]3[CH:18]=[CH:19][C:20]4[C:24]([CH:25]=3)=[N:23][N:22]([CH2:26][C:27]3[CH:32]=[CH:31][CH:30]=[CH:29][CH:28]=3)[CH:21]=4)[CH:8]=2)[CH2:3]1.Br[CH2:34][CH2:35][O:36][Si](C(C)(C)C)(C)C.C(N(CC)C(C)C)(C)C, predict the reaction product. The product is: [NH2:16][C:11]1[C:10]2=[C:9]([C:17]3[CH:18]=[CH:19][C:20]4[C:24]([CH:25]=3)=[N:23][N:22]([CH2:26][C:27]3[CH:32]=[CH:31][CH:30]=[CH:29][CH:28]=3)[CH:21]=4)[CH:8]=[C:7]([CH2:6][CH:4]3[CH2:5][N:2]([CH2:34][CH2:35][OH:36])[CH2:3]3)[N:15]2[N:14]=[CH:13][N:12]=1.